The task is: Regression/Classification. Given a drug SMILES string, predict its absorption, distribution, metabolism, or excretion properties. Task type varies by dataset: regression for continuous measurements (e.g., permeability, clearance, half-life) or binary classification for categorical outcomes (e.g., BBB penetration, CYP inhibition). Dataset: b3db_classification.. This data is from Blood-brain barrier permeability classification from the B3DB database. (1) The compound is CC1(C)S[C@@H]2[C@H](NC(=O)CCCC(N)C(=O)O)C(=O)N2[C@H]1C(=O)O. The result is 0 (does not penetrate BBB). (2) The molecule is C[C@H]1NC(=O)CO[C@H]1c1ccccc1. The result is 1 (penetrates BBB). (3) The compound is CCCNC(=O)N1C[C@H](c2ccccc2)OC1=O. The result is 1 (penetrates BBB). (4) The drug is CCC(C)CCCC(=O)NC(CCN)C(=O)NC(C(=O)NC(CCN)C(=O)NC1CCNC(=O)C(C(C)O)NC(=O)C(CCN)NC(=O)C(CCN)NC(=O)C(CC(C)C)NC(=O)C(CC(C)C)NC(=O)C(CCN)NC1=O)C(C)O. The result is 0 (does not penetrate BBB). (5) The drug is CC#CC1(O)CCC2C3CCC4=CC(=O)CCC4=C3C(c3ccc(N(C)C)cc3)CC21C. The result is 0 (does not penetrate BBB). (6) The drug is C[C@]12C[C@H](O)[C@@]3(F)[C@@H](CCC4=CC(=O)C=C[C@@]43C)[C@@H]1C[C@H]1Cc3ccccc3C[C@]12C(=O)CO. The result is 1 (penetrates BBB). (7) The compound is CN1[C@H](CSCC(F)(F)F)Nc2cc(Cl)c(S(N)(=O)=O)cc2S1(=O)=O. The result is 1 (penetrates BBB). (8) The drug is FC(F)(F)C[C@@H](Cl)Br. The result is 1 (penetrates BBB).